Dataset: Catalyst prediction with 721,799 reactions and 888 catalyst types from USPTO. Task: Predict which catalyst facilitates the given reaction. (1) Reactant: O[CH2:2][C:3]1([CH3:19])[CH2:18][CH2:17][CH2:16][C:5]2([O:9][C:8](=[O:10])[N:7]([CH2:11][C:12]([CH3:15])([CH3:14])[CH3:13])[CH2:6]2)[CH2:4]1.[Br:20]P(Br)(C1C=CC=CC=1)(C1C=CC=CC=1)C1C=CC=CC=1. Product: [Br:20][CH2:2][C:3]1([CH3:19])[CH2:18][CH2:17][CH2:16][C:5]2([O:9][C:8](=[O:10])[N:7]([CH2:11][C:12]([CH3:15])([CH3:14])[CH3:13])[CH2:6]2)[CH2:4]1. The catalyst class is: 23. (2) Reactant: [Cl:1][C:2]1[CH:10]=[CH:9][C:8]([Cl:11])=[C:7]2[C:3]=1[C:4]1[CH2:15][CH2:14][N:13]([CH3:16])[CH2:12][C:5]=1[NH:6]2.[H-].[Na+].CC1C=CC(S(O[CH2:30][CH2:31][C:32]2[CH:33]=[N:34][C:35]([CH3:38])=[CH:36][CH:37]=2)(=O)=O)=CC=1. Product: [Cl:1][C:2]1[CH:10]=[CH:9][C:8]([Cl:11])=[C:7]2[C:3]=1[C:4]1[CH2:15][CH2:14][N:13]([CH3:16])[CH2:12][C:5]=1[N:6]2[CH2:30][CH2:31][C:32]1[CH:33]=[N:34][C:35]([CH3:38])=[CH:36][CH:37]=1. The catalyst class is: 3. (3) Reactant: [Cl:1][C:2]1[C:10]([N+:11]([O-:13])=[O:12])=[CH:9][CH:8]=[CH:7][C:3]=1[C:4]([OH:6])=[O:5].[CH3:14]C1C=CC(S(O)(=O)=O)=CC=1. Product: [Cl:1][C:2]1[C:10]([N+:11]([O-:13])=[O:12])=[CH:9][CH:8]=[CH:7][C:3]=1[C:4]([O:6][CH3:14])=[O:5]. The catalyst class is: 5.